From a dataset of Peptide-MHC class I binding affinity with 185,985 pairs from IEDB/IMGT. Regression. Given a peptide amino acid sequence and an MHC pseudo amino acid sequence, predict their binding affinity value. This is MHC class I binding data. (1) The peptide sequence is QLTPHTKAV. The MHC is HLA-B51:01 with pseudo-sequence HLA-B51:01. The binding affinity (normalized) is 0. (2) The peptide sequence is YTFEPHYFY. The MHC is HLA-B15:01 with pseudo-sequence HLA-B15:01. The binding affinity (normalized) is 0.837. (3) The peptide sequence is ALYEENALK. The MHC is HLA-B15:01 with pseudo-sequence HLA-B15:01. The binding affinity (normalized) is 0.0847. (4) The binding affinity (normalized) is 0.0847. The MHC is HLA-A31:01 with pseudo-sequence HLA-A31:01. The peptide sequence is NLPSKPVWL. (5) The binding affinity (normalized) is 0.204. The peptide sequence is FRYNGLIHR. The MHC is HLA-A30:01 with pseudo-sequence HLA-A30:01. (6) The peptide sequence is FVFEATKLY. The MHC is HLA-B08:03 with pseudo-sequence HLA-B08:03. The binding affinity (normalized) is 0.0847. (7) The peptide sequence is EEQTLTILI. The MHC is HLA-B44:03 with pseudo-sequence HLA-B44:03. The binding affinity (normalized) is 0.539.